From a dataset of Full USPTO retrosynthesis dataset with 1.9M reactions from patents (1976-2016). Predict the reactants needed to synthesize the given product. (1) Given the product [O:18]1[CH:17]=[C:16]([C:14]2[CH2:2][C:1](=[O:3])[C:4]3[C:5](=[CH:6][C:7]4[O:11][CH2:10][O:9][C:8]=4[CH:12]=3)[N:13]=2)[C:20]2[CH:21]=[CH:22][CH:23]=[CH:24][C:19]1=2, predict the reactants needed to synthesize it. The reactants are: [C:1]([C:4]1[C:5]([NH:13][C:14]([C:16]2[C:20]3[CH:21]=[CH:22][CH:23]=[CH:24][C:19]=3[O:18][CH:17]=2)=O)=[CH:6][C:7]2[O:11][CH2:10][O:9][C:8]=2[CH:12]=1)(=[O:3])[CH3:2].CC(C)([O-])C.[K+].[Cl-].[NH4+].[K+].[Br-]. (2) Given the product [C:25]([C:24]1[CH:27]=[CH:28][C:21]([CH2:20][NH:19][C:12](=[O:14])[CH:11]([C:3]2[C:4]([F:10])=[CH:5][C:6]([O:8][CH3:9])=[CH:7][C:2]=2[F:1])[O:15][CH2:16][CH3:17])=[C:22]([OH:29])[CH:23]=1)#[N:26], predict the reactants needed to synthesize it. The reactants are: [F:1][C:2]1[CH:7]=[C:6]([O:8][CH3:9])[CH:5]=[C:4]([F:10])[C:3]=1[CH:11]([O:15][CH2:16][CH3:17])[C:12]([OH:14])=O.Cl.[NH2:19][CH2:20][C:21]1[CH:28]=[CH:27][C:24]([C:25]#[N:26])=[CH:23][C:22]=1[OH:29]. (3) Given the product [Br:1][C:2]1[CH:18]=[CH:17][C:5]([CH2:6][O:7][C:8]2[CH:9]=[C:10]([NH2:14])[CH:11]=[CH:12][CH:13]=2)=[CH:4][CH:3]=1, predict the reactants needed to synthesize it. The reactants are: [Br:1][C:2]1[CH:18]=[CH:17][C:5]([CH2:6][O:7][C:8]2[CH:13]=[CH:12][CH:11]=[C:10]([N+:14]([O-])=O)[CH:9]=2)=[CH:4][CH:3]=1.Cl[Sn]Cl. (4) Given the product [CH2:4]([O:6][C:7]([C:9]1[N:10]([CH3:31])[CH:11]=[C:12]([C:29]#[N:30])[C:13]=1[C:14]1[CH:15]=[CH:16][C:17]([C:20]2[CH:25]=[CH:24][CH:23]=[CH:22][C:21]=2[NH2:26])=[CH:18][CH:19]=1)=[O:8])[CH3:5], predict the reactants needed to synthesize it. The reactants are: C(O)C.[CH2:4]([O:6][C:7]([C:9]1[N:10]([CH3:31])[CH:11]=[C:12]([C:29]#[N:30])[C:13]=1[C:14]1[CH:19]=[CH:18][C:17]([C:20]2[CH:25]=[CH:24][CH:23]=[CH:22][C:21]=2[N+:26]([O-])=O)=[CH:16][CH:15]=1)=[O:8])[CH3:5].[H][H]. (5) Given the product [CH3:13][C:14]1[C:18]([C:19]2[CH:20]=[C:21]([C:31]([OH:32])([C:33]3[CH:38]=[CH:37][CH:36]=[CH:35][N:34]=3)[CH2:6][CH2:5][CH:4]=[CH2:3])[C:22]3[NH:26][C:25](=[O:27])[NH:24][C:23]=3[CH:30]=2)=[C:17]([CH3:39])[O:16][N:15]=1, predict the reactants needed to synthesize it. The reactants are: [Mg].Br[CH2:3][CH:4]1[CH2:6][CH2:5]1.C1(C[Mg]Br)CC1.[CH3:13][C:14]1[C:18]([C:19]2[CH:20]=[C:21]([C:31]([C:33]3[CH:38]=[CH:37][CH:36]=[CH:35][N:34]=3)=[O:32])[C:22]3[N:26]=[C:25]([O:27]CC)[NH:24][C:23]=3[CH:30]=2)=[C:17]([CH3:39])[O:16][N:15]=1. (6) Given the product [Br:1][C:2]1[CH:3]=[C:4]([CH:8]=[CH:9][C:10]=1[OH:11])[C:5]([O:7][CH3:19])=[O:6], predict the reactants needed to synthesize it. The reactants are: [Br:1][C:2]1[CH:3]=[C:4]([CH:8]=[CH:9][C:10]=1[OH:11])[C:5]([OH:7])=[O:6].S(=O)(=O)(O)O.[OH-].[Na+].[CH3:19]O. (7) Given the product [CH:25]([O:18][CH:14]1[CH2:15][CH2:16][CH2:17][N:12]([CH2:11][CH2:10][C:8]2[CH:7]=[CH:6][C:5]3[O:1][CH2:2][O:3][C:4]=3[CH:9]=2)[CH2:13]1)([C:19]1[CH:24]=[CH:23][CH:22]=[CH:21][CH:20]=1)[C:26]1[CH:31]=[CH:30][CH:29]=[CH:28][CH:27]=1, predict the reactants needed to synthesize it. The reactants are: [O:1]1[C:5]2[CH:6]=[CH:7][C:8]([CH2:10][CH2:11][N:12]3[CH2:17][CH2:16][CH2:15][CH:14]([OH:18])[CH2:13]3)=[CH:9][C:4]=2[O:3][CH2:2]1.[C:19]1([CH:25](Cl)[C:26]2[CH:31]=[CH:30][CH:29]=[CH:28][CH:27]=2)[CH:24]=[CH:23][CH:22]=[CH:21][CH:20]=1.